This data is from Forward reaction prediction with 1.9M reactions from USPTO patents (1976-2016). The task is: Predict the product of the given reaction. (1) Given the reactants [F:1][C:2]([F:34])([F:33])[CH2:3][CH2:4][CH:5]([NH:22][C:23]1[CH:32]=[CH:31][C:26]([C:27](OC)=[O:28])=[CH:25][N:24]=1)[C:6]1[CH:11]=[CH:10][C:9]([C:12]2[CH:17]=[CH:16][C:15]([C:18]([F:21])([F:20])[F:19])=[CH:14][CH:13]=2)=[CH:8][CH:7]=1.[OH-].[Na+].C(N(CC)CC)C.C1C=NC2N(O)N=NC=2C=1.Cl.[NH2:55][CH2:56][CH2:57][C:58]([O:60][CH3:61])=[O:59].CCN=C=NCCCN(C)C, predict the reaction product. The product is: [F:33][C:2]([F:1])([F:34])[CH2:3][CH2:4][CH:5]([NH:22][C:23]1[CH:32]=[CH:31][C:26]([C:27]([NH:55][CH2:56][CH2:57][C:58]([O:60][CH3:61])=[O:59])=[O:28])=[CH:25][N:24]=1)[C:6]1[CH:7]=[CH:8][C:9]([C:12]2[CH:17]=[CH:16][C:15]([C:18]([F:19])([F:20])[F:21])=[CH:14][CH:13]=2)=[CH:10][CH:11]=1. (2) Given the reactants [Cl:1][C:2]1[C:11]2[C:6](=[CH:7][C:8]([F:13])=[CH:9][C:10]=2[F:12])[N:5]=[C:4]([N:14]2[CH2:19][CH2:18][N:17](C(OC(C)(C)C)=O)[CH2:16][CH2:15]2)[C:3]=1[CH3:27].[F:28][C:29]([F:34])([F:33])[C:30]([OH:32])=[O:31], predict the reaction product. The product is: [F:28][C:29]([F:34])([F:33])[C:30]([OH:32])=[O:31].[Cl:1][C:2]1[C:11]2[C:6](=[CH:7][C:8]([F:13])=[CH:9][C:10]=2[F:12])[N:5]=[C:4]([N:14]2[CH2:19][CH2:18][NH:17][CH2:16][CH2:15]2)[C:3]=1[CH3:27]. (3) Given the reactants C1(O)CCCC(O)C1.CN(C1C=CC=CN=1)C.C(Cl)(=O)C1C=CC=CC=1.CC(OI1(OC(C)=O)(OC(C)=O)OC(=O)C2C=CC=CC1=2)=O.[C:49]([O:57][CH:58]1[CH2:63][CH2:62][CH2:61][CH:60]([OH:64])[CH2:59]1)(=[O:56])[C:50]1[CH:55]=[CH:54][CH:53]=[CH:52][CH:51]=1, predict the reaction product. The product is: [C:49]([O:57][CH:58]1[CH2:63][CH2:62][CH2:61][C:60](=[O:64])[CH2:59]1)(=[O:56])[C:50]1[CH:51]=[CH:52][CH:53]=[CH:54][CH:55]=1.